From a dataset of Full USPTO retrosynthesis dataset with 1.9M reactions from patents (1976-2016). Predict the reactants needed to synthesize the given product. (1) The reactants are: [CH3:1][O:2][C:3](=[O:23])[C:4]1[CH:9]=[C:8]([C:10]([F:13])([F:12])[F:11])[C:7](OS(C(F)(F)F)(=O)=O)=[CH:6][C:5]=1[CH3:22].[C:24]([O:28][C:29]([N:31]1[CH2:36][CH:35]=[C:34](B2OC(C)(C)C(C)(C)O2)[CH2:33][CH2:32]1)=[O:30])([CH3:27])([CH3:26])[CH3:25].C(=O)([O-])[O-].[K+].[K+]. Given the product [C:24]([O:28][C:29]([N:31]1[CH2:32][CH:33]=[C:34]([C:7]2[CH:6]=[C:5]([CH3:22])[C:4]([C:3]([O:2][CH3:1])=[O:23])=[CH:9][C:8]=2[C:10]([F:13])([F:12])[F:11])[CH2:35][CH2:36]1)=[O:30])([CH3:27])([CH3:25])[CH3:26], predict the reactants needed to synthesize it. (2) Given the product [Cl:1][C:2]1[CH:3]=[C:4]([C:5]2[N:6]=[C:18]([C:19]3[CH:27]=[CH:26][CH:25]=[CH:24][C:20]=3[CH3:21])[O:8][N:7]=2)[CH:9]=[CH:10][C:11]=1[O:12][CH:13]([CH2:16][CH3:17])[CH2:14][CH3:15], predict the reactants needed to synthesize it. The reactants are: [Cl:1][C:2]1[CH:3]=[C:4]([CH:9]=[CH:10][C:11]=1[O:12][CH:13]([CH2:16][CH3:17])[CH2:14][CH3:15])[C:5]([NH:7][OH:8])=[NH:6].[CH3:18][C:19]1[CH:27]=[CH:26][CH:25]=[CH:24][C:20]=1[C:21](Cl)=O. (3) Given the product [CH3:9][C:6]1[C:7]2[NH:8][C:13]([C:12]([F:17])([F:16])[F:11])=[N:1][C:2]=2[CH:3]=[C:4]([OH:10])[CH:5]=1, predict the reactants needed to synthesize it. The reactants are: [NH2:1][C:2]1[CH:3]=[C:4]([OH:10])[CH:5]=[C:6]([CH3:9])[C:7]=1[NH2:8].[F:11][C:12]([F:17])([F:16])[C:13](O)=O.[OH-].[Na+]. (4) Given the product [Cl:2][C:3]1[CH:4]=[CH:5][C:6]2[N:15]3[C:11](=[N:12][N:13]=[C:14]3[C@H:16]3[CH2:17][CH2:18][C@H:19]([O:22][C:23]4[CH:24]=[CH:25][CH:26]=[CH:27][CH:28]=4)[CH2:20][CH2:21]3)[CH2:10][N:9]([C:37](=[O:39])[CH3:38])[CH2:8][C:7]=2[CH:29]=1, predict the reactants needed to synthesize it. The reactants are: Cl.[Cl:2][C:3]1[CH:4]=[CH:5][C:6]2[N:15]3[C:11](=[N:12][N:13]=[C:14]3[C@H:16]3[CH2:21][CH2:20][C@H:19]([O:22][C:23]4[CH:28]=[CH:27][CH:26]=[CH:25][CH:24]=4)[CH2:18][CH2:17]3)[CH2:10][NH:9][CH2:8][C:7]=2[CH:29]=1.C(N(CC)CC)C.[C:37](Cl)(=[O:39])[CH3:38]. (5) Given the product [O:101]=[C:98]1[CH:99]=[CH:100][C:96](=[O:95])[N:97]1[CH2:102][CH2:103][CH2:104][CH2:105][CH2:106][C:107]([NH:109][NH:110][C:1](=[O:2])[CH2:4][CH2:5][CH2:6][N:7]([CH3:61])[C@H:8]([C:12]([NH:14][C@H:15]([C:19]([N:21]([C@@H:23]([C@@H:57]([CH3:60])[CH2:58][CH3:59])[C@H:24]([O:55][CH3:56])[CH2:25][C:26]([N:28]1[CH2:32][CH2:31][CH2:30][C@H:29]1[C@H:33]([O:53][CH3:54])[C@@H:34]([CH3:52])[C:35]([NH:37][C@@H:38]([CH2:42][C:43]1[C:51]2[C:46](=[CH:47][CH:48]=[CH:49][CH:50]=2)[NH:45][CH:44]=1)[C:39]([NH2:41])=[O:40])=[O:36])=[O:27])[CH3:22])=[O:20])[CH:16]([CH3:17])[CH3:18])=[O:13])[CH:9]([CH3:10])[CH3:11])=[O:108], predict the reactants needed to synthesize it. The reactants are: [C:1]([CH2:4][CH2:5][CH2:6][N:7]([CH3:61])[C@H:8]([C:12]([NH:14][C@H:15]([C:19]([N:21]([C@@H:23]([C@@H:57]([CH3:60])[CH2:58][CH3:59])[C@H:24]([O:55][CH3:56])[CH2:25][C:26]([N:28]1[CH2:32][CH2:31][CH2:30][C@H:29]1[C@H:33]([O:53][CH3:54])[C@@H:34]([CH3:52])[C:35]([NH:37][C@@H:38]([CH2:42][C:43]1[C:51]2[C:46](=[CH:47][CH:48]=[CH:49][CH:50]=2)[NH:45][CH:44]=1)[C:39]([NH2:41])=[O:40])=[O:36])=[O:27])[CH3:22])=[O:20])[CH:16]([CH3:18])[CH3:17])=[O:13])[CH:9]([CH3:11])[CH3:10])(O)=[O:2].F[P-](F)(F)(F)(F)F.N1(OC(N(C)C)=[N+](C)C)C2N=CC=CC=2N=N1.C(N(CC)C(C)C)(C)C.[O:95]=[C:96]1[CH:100]=[CH:99][C:98](=[O:101])[N:97]1[CH2:102][CH2:103][CH2:104][CH2:105][CH2:106][C:107]([NH:109][NH2:110])=[O:108]. (6) Given the product [CH2:1]([C@H:4]1[C:13]2=[C:14]3[C:19](=[CH:20][CH:21]=[C:12]2[C:11]2[C:10]([O:25][CH3:26])=[CH:9][CH:8]=[CH:7][C:6]=2[O:5]1)[NH:18][C:17]([CH3:23])([CH3:22])[CH:16]=[C:15]3[CH3:24])[CH:2]=[CH2:3], predict the reactants needed to synthesize it. The reactants are: [CH2:1]([C@H:4]1[C:13]2=[C:14]3[C:19](=[CH:20][CH:21]=[C:12]2[C:11]2[C:10]([OH:25])=[CH:9][CH:8]=[CH:7][C:6]=2[O:5]1)[NH:18][C:17]([CH3:23])([CH3:22])[CH:16]=[C:15]3[CH3:24])[CH:2]=[CH2:3].[C:26](O[K])(C)(C)C.IC.[NH4+].[Cl-]. (7) Given the product [CH:37]1([NH:40][C:35]([C:32]2[CH:33]=[CH:34][N:30]([S:27]([C:25]3[CH:24]=[CH:23][C:14]4[N:15]([CH2:16][CH:17]5[CH2:18][CH2:19][O:20][CH2:21][CH2:22]5)[C:11]([C:8]([F:7])([F:10])[CH3:9])=[N:12][C:13]=4[CH:26]=3)(=[O:28])=[O:29])[CH:31]=2)=[O:36])[CH2:39][CH2:38]1, predict the reactants needed to synthesize it. The reactants are: OOS([O-])=O.[K+].[F:7][C:8]([C:11]1[N:15]([CH2:16][CH:17]2[CH2:22][CH2:21][O:20][CH2:19][CH2:18]2)[C:14]2[CH:23]=[CH:24][C:25]([S:27]([N:30]3[CH:34]=[CH:33][C:32]([CH:35]=[O:36])=[CH:31]3)(=[O:29])=[O:28])=[CH:26][C:13]=2[N:12]=1)([F:10])[CH3:9].[CH:37]1([NH2:40])[CH2:39][CH2:38]1.C(N(CC)C(C)C)(C)C.CN(C(ON1N=NC2C=CC=NC1=2)=[N+](C)C)C.F[P-](F)(F)(F)(F)F.